This data is from Forward reaction prediction with 1.9M reactions from USPTO patents (1976-2016). The task is: Predict the product of the given reaction. (1) Given the reactants [CH3:1][O:2][C:3](=[O:31])[CH2:4][CH2:5][O:6][CH2:7][CH2:8][O:9][CH2:10][CH2:11][NH:12][C:13]1[CH:18]=[CH:17][CH:16]=[CH:15][C:14]=1[S:19](=[O:30])(=[O:29])[NH:20][C:21]([C@@:23]1([NH2:28])[CH2:25][C@H:24]1[CH:26]=[CH2:27])=[O:22].[C:32]([O:36][C:37]([N:39]1[CH2:43][C@H:42]([O:44][C:45]2[C:54]3[C:49](=[CH:50][C:51]([O:55][CH3:56])=[CH:52][CH:53]=3)[N:48]=[C:47]([C:57]3[N:58]=[C:59]([NH:62][CH:63]([CH3:65])[CH3:64])[S:60][CH:61]=3)[CH:46]=2)[CH2:41][C@H:40]1[C:66](O)=[O:67])=[O:38])([CH3:35])([CH3:34])[CH3:33].CN(C(ON1N=NC2C=CC=NC1=2)=[N+](C)C)C.F[P-](F)(F)(F)(F)F.CCN(C(C)C)C(C)C, predict the reaction product. The product is: [C:32]([O:36][C:37]([N:39]1[CH2:43][C@H:42]([O:44][C:45]2[C:54]3[C:49](=[CH:50][C:51]([O:55][CH3:56])=[CH:52][CH:53]=3)[N:48]=[C:47]([C:57]3[N:58]=[C:59]([NH:62][CH:63]([CH3:64])[CH3:65])[S:60][CH:61]=3)[CH:46]=2)[CH2:41][C@H:40]1[C:66](=[O:67])[NH:28][C@:23]1([C:21]([NH:20][S:19]([C:14]2[CH:15]=[CH:16][CH:17]=[CH:18][C:13]=2[NH:12][CH2:11][CH2:10][O:9][CH2:8][CH2:7][O:6][CH2:5][CH2:4][C:3]([O:2][CH3:1])=[O:31])(=[O:30])=[O:29])=[O:22])[CH2:25][C@H:24]1[CH:26]=[CH2:27])=[O:38])([CH3:35])([CH3:33])[CH3:34]. (2) Given the reactants [C:1]([C:3]1[CH:8]=[CH:7][C:6]([CH:9]2[CH2:14][C:13](=[O:15])[N:12]([C:16]3[CH:21]=[CH:20][CH:19]=[C:18]([C:22]([F:25])([F:24])[F:23])[CH:17]=3)[C:11]([CH3:26])=[C:10]2[C:27]([O:29]CC=C)=[O:28])=[CH:5][CH:4]=1)#[N:2].N1CCOCC1, predict the reaction product. The product is: [C:1]([C:3]1[CH:4]=[CH:5][C:6]([CH:9]2[CH2:14][C:13](=[O:15])[N:12]([C:16]3[CH:21]=[CH:20][CH:19]=[C:18]([C:22]([F:24])([F:25])[F:23])[CH:17]=3)[C:11]([CH3:26])=[C:10]2[C:27]([OH:29])=[O:28])=[CH:7][CH:8]=1)#[N:2]. (3) Given the reactants [CH3:1][O:2][CH2:3][C:4]1[CH:9]=[C:8]([C:10]([O:12]C)=[O:11])[CH:7]=[CH:6][C:5]=1[C:14]1[CH:19]=[CH:18][CH:17]=[CH:16][C:15]=1[CH3:20].[OH-].[Na+], predict the reaction product. The product is: [CH3:1][O:2][CH2:3][C:4]1[CH:9]=[C:8]([C:10]([OH:12])=[O:11])[CH:7]=[CH:6][C:5]=1[C:14]1[CH:19]=[CH:18][CH:17]=[CH:16][C:15]=1[CH3:20]. (4) Given the reactants COC1[CH:12]=[CH:11][C:6]2[CH:7]=[C:8]([CH3:10])[O:9][C:5]=2C=1.B(Br)(Br)Br.C(N(CC)CC)C.[C:24]([O:27][C:28](=O)[CH3:29])(=[O:26])[CH3:25], predict the reaction product. The product is: [CH3:10][C:8]1[O:9][C:5]2[CH:29]=[C:28]([O:27][C:24](=[O:26])[CH3:25])[CH:12]=[CH:11][C:6]=2[CH:7]=1.